This data is from Catalyst prediction with 721,799 reactions and 888 catalyst types from USPTO. The task is: Predict which catalyst facilitates the given reaction. (1) Reactant: C(OC(=O)[NH:7][C@H:8]1[CH2:17][CH2:16][C:15]2[C:10](=[CH:11][CH:12]=[C:13]([C:18](=O)[N:19]([CH2:27][C:28]3[CH:33]=[CH:32][C:31]([O:34][CH3:35])=[CH:30][CH:29]=3)[CH2:20][CH:21]3[CH2:26][CH2:25][O:24][CH2:23][CH2:22]3)[CH:14]=2)[CH2:9]1)(C)(C)C.FC(F)(F)C(O)=O.C(=O)([O-])[O-].[K+].[K+]. Product: [CH3:35][O:34][C:31]1[CH:30]=[CH:29][C:28]([CH2:27][N:19]([CH2:18][C:13]2[CH:14]=[C:15]3[C:10](=[CH:11][CH:12]=2)[CH2:9][C@@H:8]([NH2:7])[CH2:17][CH2:16]3)[CH2:20][CH:21]2[CH2:26][CH2:25][O:24][CH2:23][CH2:22]2)=[CH:33][CH:32]=1. The catalyst class is: 4. (2) Reactant: [Si]([O:18][CH2:19][CH2:20][S:21][CH2:22][CH2:23][CH:24]([C:35]1[CH:40]=[C:39]([F:41])[CH:38]=[CH:37][C:36]=1[F:42])[S:25]([C:28]1[CH:33]=[CH:32][C:31]([Cl:34])=[CH:30][CH:29]=1)(=[O:27])=[O:26])(C(C)(C)C)(C1C=CC=CC=1)C1C=CC=CC=1.[F-].C([N+](CCCC)(CCCC)CCCC)CCC.O. Product: [Cl:34][C:31]1[CH:30]=[CH:29][C:28]([S:25]([CH:24]([C:35]2[CH:40]=[C:39]([F:41])[CH:38]=[CH:37][C:36]=2[F:42])[CH2:23][CH2:22][S:21][CH2:20][CH2:19][OH:18])(=[O:27])=[O:26])=[CH:33][CH:32]=1. The catalyst class is: 188. (3) Reactant: [N+:1]([C:4]1[CH:9]=[C:8]([N+:10]([O-:12])=[O:11])[CH:7]=[CH:6][C:5]=1[CH2:13][C:14]([OH:16])=O)([O-:3])=[O:2].C(Cl)(=O)C([Cl:20])=O. Product: [N+:1]([C:4]1[CH:9]=[C:8]([N+:10]([O-:12])=[O:11])[CH:7]=[CH:6][C:5]=1[CH2:13][C:14]([Cl:20])=[O:16])([O-:3])=[O:2]. The catalyst class is: 139. (4) Reactant: O=[C:2]1[CH:9]2[CH2:10][C:5]3([C:12]([OH:14])=[O:13])[CH2:6][CH:7]([CH2:11][CH:3]1[CH2:4]3)[CH2:8]2.O.[NH3:16]. Product: [NH2:16][CH:2]1[CH:9]2[CH2:10][C:5]3([C:12]([OH:14])=[O:13])[CH2:6][CH:7]([CH2:11][CH:3]1[CH2:4]3)[CH2:8]2. The catalyst class is: 19. (5) Product: [C:1]([O:5][C:6]([N:8]1[CH2:14][CH2:13][C:12]2[C:15]([SH:20])=[C:16]([Cl:19])[CH:17]=[CH:18][C:11]=2[CH2:10][CH2:9]1)=[O:7])([CH3:4])([CH3:2])[CH3:3]. The catalyst class is: 5. Reactant: [C:1]([O:5][C:6]([N:8]1[CH2:14][CH2:13][C:12]2[C:15]([S:20]C(=O)N(C)C)=[C:16]([Cl:19])[CH:17]=[CH:18][C:11]=2[CH2:10][CH2:9]1)=[O:7])([CH3:4])([CH3:3])[CH3:2].[OH-].[K+].[Cl-].[NH4+].